Regression. Given a peptide amino acid sequence and an MHC pseudo amino acid sequence, predict their binding affinity value. This is MHC class II binding data. From a dataset of Peptide-MHC class II binding affinity with 134,281 pairs from IEDB. The peptide sequence is EKKYFAATQFEPLAM. The MHC is DRB1_1001 with pseudo-sequence DRB1_1001. The binding affinity (normalized) is 0.520.